This data is from Catalyst prediction with 721,799 reactions and 888 catalyst types from USPTO. The task is: Predict which catalyst facilitates the given reaction. (1) Reactant: [CH3:1][O:2][C:3]1[CH:8]=[C:7](F)[CH:6]=[CH:5][C:4]=1[N+:10]([O-:12])=[O:11].C([O-])([O-])=O.[K+].[K+].CS(C)=O.[CH3:23][CH:24]([C@H:26]1[CH2:31][NH:30][CH2:29][CH2:28][N:27]1[C:32]([O:34][C:35]([CH3:38])([CH3:37])[CH3:36])=[O:33])[CH3:25]. Product: [CH3:25][CH:24]([C@H:26]1[CH2:31][N:30]([C:7]2[CH:6]=[CH:5][C:4]([N+:10]([O-:12])=[O:11])=[C:3]([O:2][CH3:1])[CH:8]=2)[CH2:29][CH2:28][N:27]1[C:32]([O:34][C:35]([CH3:37])([CH3:36])[CH3:38])=[O:33])[CH3:23]. The catalyst class is: 387. (2) Reactant: Cl[C:2]1[N:3]=[CH:4][C:5](/[CH:8]=[CH:9]/[C:10]([O:12][CH2:13][CH3:14])=[O:11])=[N:6][CH:7]=1.[CH2:15]([N:22]1[CH2:26][CH2:25][C@@H:24]([NH2:27])[CH2:23]1)[C:16]1[CH:21]=[CH:20][CH:19]=[CH:18][CH:17]=1.CCN(CC)CC. Product: [CH2:15]([N:22]1[CH2:26][CH2:25][C@@H:24]([NH:27][C:2]2[N:3]=[CH:4][C:5](/[CH:8]=[CH:9]/[C:10]([O:12][CH2:13][CH3:14])=[O:11])=[N:6][CH:7]=2)[CH2:23]1)[C:16]1[CH:17]=[CH:18][CH:19]=[CH:20][CH:21]=1. The catalyst class is: 3. (3) The catalyst class is: 349. Reactant: [CH2:1]([N:8]1[CH2:13][CH2:12][C:11]([C:14]#[C:15][CH2:16][OH:17])=[C:10]([C:18]([O:20][CH3:21])=[O:19])[CH2:9]1)[C:2]1[CH:7]=[CH:6][CH:5]=[CH:4][CH:3]=1. Product: [CH2:1]([N:8]1[CH2:13][CH2:12][CH:11]([CH2:14][CH2:15][CH2:16][OH:17])[CH:10]([C:18]([O:20][CH3:21])=[O:19])[CH2:9]1)[C:2]1[CH:3]=[CH:4][CH:5]=[CH:6][CH:7]=1. (4) Reactant: [C:1]([C:3]1[CH:4]=[C:5]([C:13]2[O:17][N:16]=[C:15]([C:18]3[CH:35]=[CH:34][C:21]4[CH2:22][CH2:23][N:24](C(OC(C)(C)C)=O)[CH2:25][CH2:26][C:20]=4[CH:19]=3)[N:14]=2)[CH:6]=[N:7][C:8]=1[NH:9][CH:10]([CH3:12])[CH3:11])#[N:2].[ClH:36]. Product: [ClH:36].[CH3:12][CH:10]([NH:9][C:8]1[C:3]([C:1]#[N:2])=[CH:4][C:5]([C:13]2[O:17][N:16]=[C:15]([C:18]3[CH:35]=[CH:34][C:21]4[CH2:22][CH2:23][NH:24][CH2:25][CH2:26][C:20]=4[CH:19]=3)[N:14]=2)=[CH:6][N:7]=1)[CH3:11]. The catalyst class is: 12.